Predict the reaction yield, written as a fraction of the theoretical maximum amount of product (1.0 means a 100% yield; for example, 0.34 means a 34% yield). From a dataset of Reaction yield outcomes from USPTO patents with 853,638 reactions. (1) The reactants are [Cl:1][C:2]1[CH:7]=[C:6]([Cl:8])[CH:5]=[CH:4][C:3]=1[C:9]1[O:13][C:12]([S:14][CH2:15][CH2:16][C:17]([OH:19])=O)=[N:11][N:10]=1.[CH3:20][O:21][CH2:22][CH2:23][NH2:24].Cl.CN(C)CCCN=C=NCC.C(N(CC)C(C)C)(C)C. The catalyst is O1CCCC1.CN(C)C1C=CN=CC=1.ClCCl. The product is [Cl:1][C:2]1[CH:7]=[C:6]([Cl:8])[CH:5]=[CH:4][C:3]=1[C:9]1[O:13][C:12]([S:14][CH2:15][CH2:16][C:17]([NH:24][CH2:23][CH2:22][O:21][CH3:20])=[O:19])=[N:11][N:10]=1. The yield is 0.750. (2) The reactants are C(OC([NH:8][CH2:9][CH:10]1[CH2:15][CH2:14][N:13]([C:16]2[N:20]([CH3:21])[N:19]=[CH:18][C:17]=2[NH:22][C:23]([C:25]2[N:26]=[C:27](Br)[S:28][C:29]=2[NH:30]C(=O)OC(C)(C)C)=[O:24])[CH2:12][CH2:11]1)=O)CCC.[C:39]([C:41]1[CH:42]=[C:43](B(O)O)[CH:44]=[CH:45][CH:46]=1)#[N:40]. No catalyst specified. The product is [NH2:30][C:29]1[S:28][C:27]([C:45]2[CH:44]=[CH:43][CH:42]=[C:41]([C:39]#[N:40])[CH:46]=2)=[N:26][C:25]=1[C:23]([NH:22][C:17]1[CH:18]=[N:19][N:20]([CH3:21])[C:16]=1[N:13]1[CH2:14][CH2:15][CH:10]([CH2:9][NH2:8])[CH2:11][CH2:12]1)=[O:24]. The yield is 0.420.